The task is: Predict which catalyst facilitates the given reaction.. This data is from Catalyst prediction with 721,799 reactions and 888 catalyst types from USPTO. (1) Reactant: [CH3:1][C:2]1[CH:18]=[CH:17][C:5]([CH2:6][C:7]2[O:11][N:10]=[C:9]([C:12]([O:14]CC)=[O:13])[CH:8]=2)=[CH:4][CH:3]=1.C(O)C.[OH-].[Na+]. Product: [CH3:1][C:2]1[CH:3]=[CH:4][C:5]([CH2:6][C:7]2[O:11][N:10]=[C:9]([C:12]([OH:14])=[O:13])[CH:8]=2)=[CH:17][CH:18]=1. The catalyst class is: 6. (2) Reactant: [C:1]([NH:9][C:10]1[CH:33]=[CH:32][N:13]([C@@H:14]2[O:31][C@H:21]([CH2:22][O:23][Si](C(C)(C)C)(C)C)[C@@H:16]([O:17][CH2:18]SC)[CH2:15]2)[C:12](=[O:34])[N:11]=1)(=[O:8])[C:2]1[CH:7]=[CH:6][CH:5]=[CH:4][CH:3]=1.C(NC1C=CN([C@@H]2O[C@H](CO[Si](C(C)(C)C)(C)C)[C@@H](O)C2)C(=O)N=1)(=O)C1C=CC=CC=1.[N-:66]=[N+:67]=[N-:68].[Na+].[NH4+].[F-]. Product: [C:1]([NH:9][C:10]1[CH:33]=[CH:32][N:13]([C@@H:14]2[O:31][C@H:21]([CH2:22][OH:23])[C@@H:16]([O:17][CH2:18][N:66]=[N+:67]=[N-:68])[CH2:15]2)[C:12](=[O:34])[N:11]=1)(=[O:8])[C:2]1[CH:3]=[CH:4][CH:5]=[CH:6][CH:7]=1. The catalyst class is: 2.